This data is from NCI-60 drug combinations with 297,098 pairs across 59 cell lines. The task is: Regression. Given two drug SMILES strings and cell line genomic features, predict the synergy score measuring deviation from expected non-interaction effect. (1) Drug 1: CS(=O)(=O)C1=CC(=C(C=C1)C(=O)NC2=CC(=C(C=C2)Cl)C3=CC=CC=N3)Cl. Drug 2: C1=NC2=C(N=C(N=C2N1C3C(C(C(O3)CO)O)F)Cl)N. Cell line: SNB-19. Synergy scores: CSS=27.4, Synergy_ZIP=-3.96, Synergy_Bliss=-6.33, Synergy_Loewe=-18.2, Synergy_HSA=-6.49. (2) Drug 1: C1CN(P(=O)(OC1)NCCCl)CCCl. Drug 2: C1C(C(OC1N2C=NC(=NC2=O)N)CO)O. Cell line: K-562. Synergy scores: CSS=24.7, Synergy_ZIP=9.91, Synergy_Bliss=10.8, Synergy_Loewe=-27.2, Synergy_HSA=-4.55. (3) Drug 1: CCC1(CC2CC(C3=C(CCN(C2)C1)C4=CC=CC=C4N3)(C5=C(C=C6C(=C5)C78CCN9C7C(C=CC9)(C(C(C8N6C=O)(C(=O)OC)O)OC(=O)C)CC)OC)C(=O)OC)O.OS(=O)(=O)O. Drug 2: C1=CC=C(C=C1)NC(=O)CCCCCCC(=O)NO. Cell line: HCC-2998. Synergy scores: CSS=62.5, Synergy_ZIP=-1.60, Synergy_Bliss=-0.374, Synergy_Loewe=-8.89, Synergy_HSA=-0.0281. (4) Drug 2: C1CN(CCN1C(=O)CCBr)C(=O)CCBr. Drug 1: C(=O)(N)NO. Synergy scores: CSS=18.2, Synergy_ZIP=-2.90, Synergy_Bliss=0.716, Synergy_Loewe=3.70, Synergy_HSA=4.51. Cell line: MDA-MB-231. (5) Drug 1: C1C(C(OC1N2C=C(C(=O)NC2=O)F)CO)O. Drug 2: CC1=C(C=C(C=C1)NC(=O)C2=CC=C(C=C2)CN3CCN(CC3)C)NC4=NC=CC(=N4)C5=CN=CC=C5. Cell line: HL-60(TB). Synergy scores: CSS=12.7, Synergy_ZIP=-0.989, Synergy_Bliss=-7.77, Synergy_Loewe=-3.58, Synergy_HSA=-10.3.